Dataset: Forward reaction prediction with 1.9M reactions from USPTO patents (1976-2016). Task: Predict the product of the given reaction. (1) Given the reactants [NH2:1][C:2]1[C:9]([N+:10]([O-])=O)=[CH:8][CH:7]=[C:6]([Cl:13])[C:3]=1[C:4]#[N:5], predict the reaction product. The product is: [NH2:1][C:2]1[C:9]([NH2:10])=[CH:8][CH:7]=[C:6]([Cl:13])[C:3]=1[C:4]#[N:5]. (2) The product is: [Cl:1][C:2]1[CH:7]=[CH:6][CH:5]=[CH:4][C:3]=1[CH2:8][C:9]([C:11]1[N:23]([C:24]2[CH:29]=[CH:28][C:27]([F:30])=[CH:26][CH:25]=2)[C:14]2[N:15]=[C:16]([NH:41][CH:42]([CH3:47])[C:43]([OH:45])([CH3:46])[CH3:44])[N:17]=[CH:18][C:13]=2[CH:12]=1)=[O:10]. Given the reactants [Cl:1][C:2]1[CH:7]=[CH:6][CH:5]=[CH:4][C:3]=1[CH2:8][C:9]([C:11]1[N:23]([C:24]2[CH:29]=[CH:28][C:27]([F:30])=[CH:26][CH:25]=2)[C:14]2[N:15]=[C:16](S(C)(=O)=O)[N:17]=[CH:18][C:13]=2[CH:12]=1)=[O:10].C(N(C(C)C)CC)(C)C.Cl.[NH2:41][CH:42]([CH3:47])[C:43]([CH3:46])([OH:45])[CH3:44], predict the reaction product. (3) Given the reactants [Cl:1][C:2]1[NH:10][CH:9]=[N:8][C:7]2[C:3]=1[N:4]=[CH:5][N:6]=2.O[CH2:12][N:13]1[CH2:17][CH:16]([CH2:18][CH2:19][CH3:20])[CH2:15][C:14]1=[O:21].C(N(CC)C(Cl)=O)C, predict the reaction product. The product is: [Cl:1][C:2]1[N:10]=[CH:9][N:8]=[C:7]2[C:3]=1[N:4]=[CH:5][N:6]2[CH2:12][N:13]1[CH2:17][CH:16]([CH2:18][CH2:19][CH3:20])[CH2:15][C:14]1=[O:21].